From a dataset of NCI-60 drug combinations with 297,098 pairs across 59 cell lines. Regression. Given two drug SMILES strings and cell line genomic features, predict the synergy score measuring deviation from expected non-interaction effect. (1) Drug 1: CS(=O)(=O)CCNCC1=CC=C(O1)C2=CC3=C(C=C2)N=CN=C3NC4=CC(=C(C=C4)OCC5=CC(=CC=C5)F)Cl. Drug 2: CC1C(C(CC(O1)OC2CC(OC(C2O)C)OC3=CC4=CC5=C(C(=O)C(C(C5)C(C(=O)C(C(C)O)O)OC)OC6CC(C(C(O6)C)O)OC7CC(C(C(O7)C)O)OC8CC(C(C(O8)C)O)(C)O)C(=C4C(=C3C)O)O)O)O. Cell line: UACC62. Synergy scores: CSS=59.8, Synergy_ZIP=0.842, Synergy_Bliss=2.11, Synergy_Loewe=-16.1, Synergy_HSA=0.933. (2) Drug 1: CCC(=C(C1=CC=CC=C1)C2=CC=C(C=C2)OCCN(C)C)C3=CC=CC=C3.C(C(=O)O)C(CC(=O)O)(C(=O)O)O. Drug 2: CCCCCOC(=O)NC1=NC(=O)N(C=C1F)C2C(C(C(O2)C)O)O. Cell line: HL-60(TB). Synergy scores: CSS=-2.61, Synergy_ZIP=-2.13, Synergy_Bliss=-7.55, Synergy_Loewe=-13.5, Synergy_HSA=-11.3. (3) Drug 1: COC1=C(C=C2C(=C1)N=CN=C2NC3=CC(=C(C=C3)F)Cl)OCCCN4CCOCC4. Drug 2: CC1=CC2C(CCC3(C2CCC3(C(=O)C)OC(=O)C)C)C4(C1=CC(=O)CC4)C. Cell line: M14. Synergy scores: CSS=9.17, Synergy_ZIP=-2.38, Synergy_Bliss=3.24, Synergy_Loewe=-3.81, Synergy_HSA=0.612. (4) Synergy scores: CSS=11.0, Synergy_ZIP=-11.4, Synergy_Bliss=-17.7, Synergy_Loewe=-17.5, Synergy_HSA=-17.4. Drug 1: C1CN1C2=NC(=NC(=N2)N3CC3)N4CC4. Cell line: UO-31. Drug 2: C1=CC=C(C(=C1)C(C2=CC=C(C=C2)Cl)C(Cl)Cl)Cl.